Dataset: Full USPTO retrosynthesis dataset with 1.9M reactions from patents (1976-2016). Task: Predict the reactants needed to synthesize the given product. (1) Given the product [Cl:15][C:16]1[CH:24]=[C:23]([Cl:25])[CH:22]=[C:21]2[C:17]=1[C:18]([C:12]([C:5]1[C:6]3[C:11](=[CH:10][CH:9]=[CH:8][CH:7]=3)[C:2]([CH3:1])=[CH:3][CH:4]=1)=[O:13])=[C:19]([CH3:34])[N:20]2[CH2:26][CH2:27][N:28]1[CH2:29][CH2:30][O:31][CH2:32][CH2:33]1, predict the reactants needed to synthesize it. The reactants are: [CH3:1][C:2]1[C:11]2[C:6](=[CH:7][CH:8]=[CH:9][CH:10]=2)[C:5]([C:12](Cl)=[O:13])=[CH:4][CH:3]=1.[Cl:15][C:16]1[CH:24]=[C:23]([Cl:25])[CH:22]=[C:21]2[C:17]=1[CH:18]=[C:19]([CH3:34])[N:20]2[CH2:26][CH2:27][N:28]1[CH2:33][CH2:32][O:31][CH2:30][CH2:29]1.[Cl-].[Cl-].C([Al+2])C. (2) Given the product [C:21]1([C:13]2[C:12]([CH2:11][O:10][C:7]3[CH:8]=[CH:9][C:4]([C:3]([NH:41][CH:40]4[CH2:45][CH2:50][O:42][CH2:43][CH2:39]4)=[O:27])=[CH:5][N:6]=3)=[C:16]([C:17]([F:19])([F:20])[F:18])[O:15][N:14]=2)[CH:26]=[CH:25][CH:24]=[CH:23][CH:22]=1, predict the reactants needed to synthesize it. The reactants are: CO[C:3](=[O:27])[C:4]1[CH:9]=[CH:8][C:7]([O:10][CH2:11][C:12]2[C:13]([C:21]3[CH:26]=[CH:25][CH:24]=[CH:23][CH:22]=3)=[N:14][O:15][C:16]=2[C:17]([F:20])([F:19])[F:18])=[N:6][CH:5]=1.COC(=O)C1C=CC(OC[C:39]2[C:40]([C:45]3[CH:50]=CC=C(F)C=3)=[N:41][O:42][C:43]=2C)=NC=1.NC1CCOCC1. (3) Given the product [C:13]([C:12]1[CH:26]=[CH:25][C:24](=[O:27])[N:8]2[C:7]3[CH2:6][CH2:5][CH2:4][CH:3]([CH3:2])[C:11]=3[NH:10][C:9]=12)(=[O:14])[C:15]1[CH:16]=[CH:17][CH:18]=[CH:19][CH:20]=1, predict the reactants needed to synthesize it. The reactants are: Cl.[CH3:2][CH:3]1[C:11]2[N:10]=[C:9]([CH2:12][C:13]([C:15]3[CH:20]=[CH:19][CH:18]=[CH:17][CH:16]=3)=[O:14])[NH:8][C:7]=2[CH2:6][CH2:5][CH2:4]1.C[O-].[Na+].[C:24](OC)(=[O:27])[C:25]#[CH:26]. (4) Given the product [CH2:1]([O:3][C:4]([C:6]1[C:11](=[O:12])[N:10]2[N:13]=[C:14]([C:16](=[O:18])[NH:32][CH:29]3[CH2:30][CH2:31][N:26]([CH2:19][C:20]4[CH:25]=[CH:24][CH:23]=[CH:22][CH:21]=4)[CH2:27][CH2:28]3)[CH:15]=[C:9]2[NH:8][CH:7]=1)=[O:5])[CH3:2], predict the reactants needed to synthesize it. The reactants are: [CH2:1]([O:3][C:4]([C:6]1[C:11](=[O:12])[N:10]2[N:13]=[C:14]([C:16]([OH:18])=O)[CH:15]=[C:9]2[NH:8][CH:7]=1)=[O:5])[CH3:2].[CH2:19]([N:26]1[CH2:31][CH2:30][CH:29]([NH2:32])[CH2:28][CH2:27]1)[C:20]1[CH:25]=[CH:24][CH:23]=[CH:22][CH:21]=1. (5) Given the product [N:1]1([C:5]2[N:6]=[C:7]([CH2:14][CH3:15])[N:8]=[C:9]([NH:12][NH:13][C:23](=[O:24])[C@H:22]([CH2:21][CH:16]3[CH2:17][CH2:18][CH2:19][CH2:20]3)[CH2:26][N:27]([O:28][CH2:29][C:30]3[CH:31]=[CH:32][CH:33]=[CH:34][CH:35]=3)[CH:36]=[O:37])[C:10]=2[F:11])[CH2:2][CH2:3][CH2:4]1, predict the reactants needed to synthesize it. The reactants are: [N:1]1([C:5]2[C:10]([F:11])=[C:9]([NH:12][NH2:13])[N:8]=[C:7]([CH2:14][CH3:15])[N:6]=2)[CH2:4][CH2:3][CH2:2]1.[CH:16]1([CH2:21][C@H:22]([CH2:26][N:27]([CH:36]=[O:37])[O:28][CH2:29][C:30]2[CH:35]=[CH:34][CH:33]=[CH:32][CH:31]=2)[C:23](O)=[O:24])[CH2:20][CH2:19][CH2:18][CH2:17]1.C1C=NC2N(O)N=NC=2C=1.CN1CCOCC1.C(Cl)CCl. (6) Given the product [S:1]1[C:5]2[CH:6]=[C:7]([C:10]([N:13]3[CH2:18][CH2:17][CH2:16][C@@H:15]4[C:19]5[CH:20]=[CH:21][CH:22]=[CH:23][C:24]=5[CH2:25][C@H:14]34)=[O:12])[CH:8]=[CH:9][C:4]=2[N:3]=[CH:2]1, predict the reactants needed to synthesize it. The reactants are: [S:1]1[C:5]2[CH:6]=[C:7]([C:10]([OH:12])=O)[CH:8]=[CH:9][C:4]=2[N:3]=[CH:2]1.[NH:13]1[CH2:18][CH2:17][CH2:16][C@@H:15]2[C:19]3[CH:20]=[CH:21][CH:22]=[CH:23][C:24]=3[CH2:25][C@H:14]12.F[P-](F)(F)(F)(F)F.N1(OC(N(C)C)=[N+](C)C)C2N=CC=CC=2N=N1. (7) Given the product [CH2:20]([N:4]([CH2:1][CH3:2])[CH2:5][CH:6]([C:8]1[CH:13]=[CH:12][C:11]([S:14]([CH2:17][CH2:18][CH3:19])(=[O:15])=[O:16])=[CH:10][CH:9]=1)[NH2:7])[CH3:21], predict the reactants needed to synthesize it. The reactants are: [CH2:1]([N:4]([CH2:20][CH:21]=C)[CH2:5][CH:6]([C:8]1[CH:13]=[CH:12][C:11]([S:14]([CH2:17][CH2:18][CH3:19])(=[O:16])=[O:15])=[CH:10][CH:9]=1)[NH2:7])[CH:2]=C.C(=O)C.C(O)(=O)C.C([BH3-])#N.[Na+].CN1C(=O)CC(=O)N(C)C1=O.